From a dataset of Forward reaction prediction with 1.9M reactions from USPTO patents (1976-2016). Predict the product of the given reaction. (1) Given the reactants [CH:1]([N:3]1[CH2:8][CH2:7][N:6]([CH2:9][CH2:10]O)[CH2:5][CH2:4]1)=[O:2].[N:12]1[C:16]2[CH:17]=[CH:18][CH:19]=[CH:20][C:15]=2[NH:14][C:13]=1[S:21][S:21][C:13]1[NH:12][C:16]2[CH:17]=[CH:18][CH:19]=[CH:20][C:15]=2[N:14]=1.C(P(CCCC)CCCC)CCC, predict the reaction product. The product is: [CH:1]([N:3]1[CH2:8][CH2:7][N:6]([CH2:9][CH2:10][S:21][C:13]2[NH:12][C:16]3[CH:17]=[CH:18][CH:19]=[CH:20][C:15]=3[N:14]=2)[CH2:5][CH2:4]1)=[O:2]. (2) Given the reactants [C:1]([O:5][C:6]([NH:8][CH:9]([C:13]([F:16])([CH3:15])[CH3:14])[C:10](O)=[O:11])=[O:7])([CH3:4])([CH3:3])[CH3:2].Cl.CN.[CH:20]([N:23](CC)C(C)C)(C)C.O.ON1C2C=CC=CC=2N=N1.CN(C)CCCN=C=NCC, predict the reaction product. The product is: [F:16][C:13]([CH3:15])([CH3:14])[CH:9]([NH:8][C:6](=[O:7])[O:5][C:1]([CH3:4])([CH3:3])[CH3:2])[C:10]([NH:23][CH3:20])=[O:11]. (3) Given the reactants [C:1]([O:5][C:6]([N:8]1[CH2:17][CH2:16][C:15]2[C:10](=[C:11](Br)[CH:12]=[CH:13][C:14]=2[O:18][CH3:19])[CH2:9]1)=[O:7])([CH3:4])([CH3:3])[CH3:2].[N:21]1[CH:26]=[CH:25][C:24](B(O)O)=[CH:23][CH:22]=1, predict the reaction product. The product is: [C:1]([O:5][C:6]([N:8]1[CH2:17][CH2:16][C:15]2[C:10](=[C:11]([C:24]3[CH:25]=[CH:26][N:21]=[CH:22][CH:23]=3)[CH:12]=[CH:13][C:14]=2[O:18][CH3:19])[CH2:9]1)=[O:7])([CH3:4])([CH3:3])[CH3:2]. (4) Given the reactants [CH3:1][C:2]([O:5][C:6](=[O:18])[N:7]([CH2:9][CH2:10][CH:11]([OH:17])[C:12]1[S:13][CH:14]=[CH:15][N:16]=1)[CH3:8])([CH3:4])[CH3:3].O[C:20]1[CH:27]=[C:26]([Cl:28])[CH:25]=[CH:24][C:21]=1[C:22]#[N:23].C1(P(C2C=CC=CC=2)C2C=CC=CC=2)C=CC=CC=1.N(C(OCC)=O)=NC(OCC)=O, predict the reaction product. The product is: [CH3:4][C:2]([O:5][C:6](=[O:18])[N:7]([CH2:9][CH2:10][CH:11]([O:17][C:20]1[CH:27]=[C:26]([Cl:28])[CH:25]=[CH:24][C:21]=1[C:22]#[N:23])[C:12]1[S:13][CH:14]=[CH:15][N:16]=1)[CH3:8])([CH3:1])[CH3:3]. (5) Given the reactants [N:1]12[CH2:7][C:4]([C:8](OCC)=[O:9])([CH2:5][CH2:6]1)[CH2:3][CH2:2]2.[H-].[Al+3].[Li+].[H-].[H-].[H-], predict the reaction product. The product is: [N:1]12[CH2:7][C:4]([CH2:8][OH:9])([CH2:5][CH2:6]1)[CH2:3][CH2:2]2. (6) Given the reactants [OH:1][C:2]1[CH:3]=[C:4]([C:8](=[O:10])[CH3:9])[CH:5]=[CH:6][CH:7]=1.[F:11][C:12]1[CH:17]=[CH:16][CH:15]=[CH:14][C:13]=1[CH:18](O)[CH2:19][CH2:20][CH2:21][CH2:22][CH2:23][N:24]1[CH2:29][CH2:28][CH:27]([C:30]2[CH:31]=[C:32]([NH:36][C:37](=[O:41])[CH:38]([CH3:40])[CH3:39])[CH:33]=[CH:34][CH:35]=2)[CH2:26][CH2:25]1, predict the reaction product. The product is: [C:8]([C:4]1[CH:3]=[C:2]([CH:7]=[CH:6][CH:5]=1)[O:1][CH:18]([C:13]1[CH:14]=[CH:15][CH:16]=[CH:17][C:12]=1[F:11])[CH2:19][CH2:20][CH2:21][CH2:22][CH2:23][N:24]1[CH2:25][CH2:26][CH:27]([C:30]2[CH:31]=[C:32]([NH:36][C:37](=[O:41])[CH:38]([CH3:40])[CH3:39])[CH:33]=[CH:34][CH:35]=2)[CH2:28][CH2:29]1)(=[O:10])[CH3:9]. (7) The product is: [F:35][CH:14]([F:13])[O:15][C:16]1[CH:21]=[CH:20][C:19]([C@@:22]23[CH2:30][CH2:29][C@@H:28]([NH:31][C:5]([NH:47][C:46]4[CH:45]=[C:44]([F:43])[C:50]([F:51])=[C:49]([F:52])[CH:48]=4)=[O:11])[CH2:27][C@@H:26]2[N:25]([CH3:32])[CH2:24][CH2:23]3)=[CH:18][C:17]=1[O:33][CH3:34]. Given the reactants ClC(Cl)(O[C:5](=[O:11])OC(Cl)(Cl)Cl)Cl.[F:13][CH:14]([F:35])[O:15][C:16]1[CH:21]=[CH:20][C:19]([C@@:22]23[CH2:30][CH2:29][CH:28]([NH2:31])[CH2:27][C@@H:26]2[N:25]([CH3:32])[CH2:24][CH2:23]3)=[CH:18][C:17]=1[O:33][CH3:34].CCN(CC)CC.[F:43][C:44]1[CH:45]=[C:46]([CH:48]=[C:49]([F:52])[C:50]=1[F:51])[NH2:47], predict the reaction product. (8) Given the reactants C(N(CC)CC)C.C(OP([Cl:16])(OCC)=O)C.[CH3:17][C:18]1[NH:19][C:20]([CH3:40])=[C:21]([C:36]([O:38][CH3:39])=[O:37])[CH:22]([C:27]2[CH:32]=[CH:31][CH:30]=[C:29]([N+:33]([O-:35])=[O:34])[CH:28]=2)[C:23]=1[C:24]([OH:26])=[O:25].[CH3:41][C:42](O)([CH3:61])[CH2:43][N:44]([CH3:60])[CH2:45][CH2:46][CH:47]([C:54]1[CH:59]=[CH:58][CH:57]=[CH:56][CH:55]=1)[C:48]1[CH:53]=[CH:52][CH:51]=[CH:50][CH:49]=1, predict the reaction product. The product is: [CH3:40][C:20]1[NH:19][C:18]([CH3:17])=[C:23]([C:24]([O:26][C:42]([CH2:43][N:44]([CH2:45][CH2:46][CH:47]([C:54]2[CH:55]=[CH:56][CH:57]=[CH:58][CH:59]=2)[C:48]2[CH:49]=[CH:50][CH:51]=[CH:52][CH:53]=2)[CH3:60])([CH3:61])[CH3:41])=[O:25])[CH:22]([C:27]2[CH:32]=[CH:31][CH:30]=[C:29]([N+:33]([O-:35])=[O:34])[CH:28]=2)[C:21]=1[C:36]([O:38][CH3:39])=[O:37].[ClH:16].